This data is from Forward reaction prediction with 1.9M reactions from USPTO patents (1976-2016). The task is: Predict the product of the given reaction. (1) The product is: [CH3:1][C:2]1[O:6][N:5]=[C:4]([NH:7][C:8]([N:30]2[CH2:31][CH2:32][N:27]([C:25]3[S:24][N:23]=[C:22]([C:16]4[CH:21]=[CH:20][CH:19]=[CH:18][CH:17]=4)[N:26]=3)[CH2:28][CH2:29]2)=[O:15])[CH:3]=1. Given the reactants [CH3:1][C:2]1[O:6][N:5]=[C:4]([NH:7][C:8](=[O:15])OCC(Cl)(Cl)Cl)[CH:3]=1.[C:16]1([C:22]2[N:26]=[C:25]([N:27]3[CH2:32][CH2:31][NH:30][CH2:29][CH2:28]3)[S:24][N:23]=2)[CH:21]=[CH:20][CH:19]=[CH:18][CH:17]=1.C(N(C(C)C)CC)(C)C.O, predict the reaction product. (2) Given the reactants [CH2:1]([O:3][C:4]1[CH:9]=[CH:8][C:7]([CH2:10][OH:11])=[C:6]([O:12][CH3:13])[CH:5]=1)[CH3:2].C(N(CC)CC)C.[CH3:21][S:22](Cl)(=[O:24])=[O:23], predict the reaction product. The product is: [CH3:21][S:22]([O:11][CH2:10][C:7]1[CH:8]=[CH:9][C:4]([O:3][CH2:1][CH3:2])=[CH:5][C:6]=1[O:12][CH3:13])(=[O:24])=[O:23]. (3) Given the reactants [F:1][C:2]([F:11])([F:10])[C:3]1[N:8]=[CH:7][C:6]([NH2:9])=[CH:5][CH:4]=1.[I:12]I, predict the reaction product. The product is: [I:12][C:7]1[C:6]([NH2:9])=[CH:5][CH:4]=[C:3]([C:2]([F:1])([F:10])[F:11])[N:8]=1. (4) Given the reactants [F:1][C:2]1[CH:7]=[C:6]([O:8][CH3:9])[CH:5]=[C:4]([F:10])[C:3]=1[C:11]1[S:12][CH:13]=[C:14]([C:16]([O:18]C)=[O:17])[N:15]=1.[OH-].[Li+], predict the reaction product. The product is: [F:10][C:4]1[CH:5]=[C:6]([O:8][CH3:9])[CH:7]=[C:2]([F:1])[C:3]=1[C:11]1[S:12][CH:13]=[C:14]([C:16]([OH:18])=[O:17])[N:15]=1. (5) Given the reactants [NH2:1][C:2]1[CH:3]=[C:4]2[C:8](=[CH:9][CH:10]=1)[N:7]([CH3:11])[C:6]([C:12](OCC)=[O:13])=[CH:5]2.[H-].[Al+3].[Li+].[H-].[H-].[H-].O.O.O.O.O.O.O.O.O.O.S([O-])([O-])(=O)=O.[Na+].[Na+], predict the reaction product. The product is: [NH2:1][C:2]1[CH:3]=[C:4]2[C:8](=[CH:9][CH:10]=1)[N:7]([CH3:11])[C:6]([CH2:12][OH:13])=[CH:5]2.